This data is from Full USPTO retrosynthesis dataset with 1.9M reactions from patents (1976-2016). The task is: Predict the reactants needed to synthesize the given product. (1) The reactants are: [Cl:1][C:2]1[C:10]2[N:9]([C:11]3[CH:16]=[CH:15][CH:14]=[CH:13][CH:12]=3)[CH2:8][C@@H:7]3[CH2:17][N:18](C(OC(C)(C)C)=O)[CH2:19][CH2:20][C:5]([C:6]=23)=[CH:4][CH:3]=1.Cl.C(OCC)(=O)C.C(=O)(O)[O-].[Na+]. Given the product [Cl:1][C:2]1[C:10]2[N:9]([C:11]3[CH:16]=[CH:15][CH:14]=[CH:13][CH:12]=3)[CH2:8][C@@H:7]3[CH2:17][NH:18][CH2:19][CH2:20][C:5]([C:6]=23)=[CH:4][CH:3]=1, predict the reactants needed to synthesize it. (2) Given the product [CH3:1][N:2]([CH3:16])[C:3]1[C:11]2[CH:10]=[C:9]([C:12]([OH:14])=[O:13])[S:8][C:7]=2[CH:6]=[CH:5][CH:4]=1, predict the reactants needed to synthesize it. The reactants are: [CH3:1][N:2]([CH3:16])[C:3]1[C:11]2[CH:10]=[C:9]([C:12]([O:14]C)=[O:13])[S:8][C:7]=2[CH:6]=[CH:5][CH:4]=1.O.[OH-].[Li+].O.CO. (3) Given the product [Cl:25][C:26]1[CH:33]=[CH:32][C:29]([CH2:30][S:15]([C:12]2[CH:11]=[C:10]([C:8]([C:7]3[C:2]([Cl:1])=[N:3][CH:4]=[CH:5][CH:6]=3)=[O:9])[NH:14][CH:13]=2)(=[O:17])=[O:16])=[CH:28][CH:27]=1, predict the reactants needed to synthesize it. The reactants are: [Cl:1][C:2]1[C:7]([C:8]([C:10]2[NH:14][CH:13]=[C:12]([S:15](Cl)(=[O:17])=[O:16])[CH:11]=2)=[O:9])=[CH:6][CH:5]=[CH:4][N:3]=1.[O-]S([O-])=O.[Na+].[Na+].[Cl:25][C:26]1[CH:33]=[CH:32][C:29]([CH2:30]Br)=[CH:28][CH:27]=1. (4) The reactants are: [OH-].[K+].C([O:5][C:6]([C:8]1[C:9]2[N:10]([N:16]=[C:17]([C:20]([F:23])([F:22])[F:21])[C:18]=2[Cl:19])[C:11]([O:14][CH3:15])=[CH:12][CH:13]=1)=[O:7])C. Given the product [Cl:19][C:18]1[C:17]([C:20]([F:22])([F:21])[F:23])=[N:16][N:10]2[C:11]([O:14][CH3:15])=[CH:12][CH:13]=[C:8]([C:6]([OH:7])=[O:5])[C:9]=12, predict the reactants needed to synthesize it.